This data is from Forward reaction prediction with 1.9M reactions from USPTO patents (1976-2016). The task is: Predict the product of the given reaction. (1) Given the reactants [NH2:1][C:2]1[C:3]([C:18]([O:20][CH2:21][CH3:22])=[O:19])=[CH:4][C:5]2[C:10]([CH:11]=1)=[CH:9][C:8]([O:12][CH3:13])=[C:7]([O:14][CH2:15][CH2:16][Cl:17])[CH:6]=2.[NH2:23][C:24]1[C:25]([C:40]([O:42][CH2:43][CH3:44])=[O:41])=[CH:26][C:27]2[C:32]([CH:33]=1)=[CH:31][C:30]([O:34][CH2:35][CH2:36][Cl:37])=[C:29]([O:38][CH3:39])[CH:28]=2.CO[CH:47](OC)[N:48]([CH3:50])[CH3:49], predict the reaction product. The product is: [Cl:37][CH2:36][CH2:35][O:34][C:30]1[CH:31]=[C:32]2[C:27](=[CH:28][C:29]=1[O:38][CH3:39])[CH:26]=[C:25]([C:40]([O:42][CH2:43][CH3:44])=[O:41])[C:24](/[N:23]=[CH:47]/[N:48]([CH3:50])[CH3:49])=[CH:33]2.[Cl:17][CH2:16][CH2:15][O:14][C:7]1[CH:6]=[C:5]2[C:10]([CH:11]=[C:2](/[N:1]=[CH:47]/[N:48]([CH3:50])[CH3:49])[C:3]([C:18]([O:20][CH2:21][CH3:22])=[O:19])=[CH:4]2)=[CH:9][C:8]=1[O:12][CH3:13]. (2) Given the reactants [NH2:1][C:2]1[CH:9]=[CH:8][C:5]([C:6]#[N:7])=[CH:4][C:3]=1[C:10]1[CH2:15][CH2:14][C:13]([CH3:17])([CH3:16])[CH2:12][CH:11]=1.[N:18]([Sn:21]([CH3:24])([CH3:23])[CH3:22])=[N+:19]=[N-:20], predict the reaction product. The product is: [CH3:16][C:13]1([CH3:17])[CH2:14][CH2:15][C:10]([C:3]2[CH:4]=[C:5]([C:6]3[N:18]([Sn:21]([CH3:24])([CH3:23])[CH3:22])[N:19]=[N:20][N:7]=3)[CH:8]=[CH:9][C:2]=2[NH2:1])=[CH:11][CH2:12]1. (3) Given the reactants [CH3:1][S:2]([NH:5][C:6]1[CH:7]=[CH:8][C:9]2[CH:13]=[C:12]([C:14]([O:16]C)=[O:15])[S:11][C:10]=2[CH:18]=1)(=[O:4])=[O:3].O[Li].O.Cl, predict the reaction product. The product is: [CH3:1][S:2]([NH:5][C:6]1[CH:7]=[CH:8][C:9]2[CH:13]=[C:12]([C:14]([OH:16])=[O:15])[S:11][C:10]=2[CH:18]=1)(=[O:3])=[O:4].